Dataset: Reaction yield outcomes from USPTO patents with 853,638 reactions. Task: Predict the reaction yield, written as a fraction of the theoretical maximum amount of product (1.0 means a 100% yield; for example, 0.34 means a 34% yield). (1) The reactants are [N:1]1[CH:6]=[CH:5][CH:4]=[C:3]([NH2:7])[N:2]=1.[Cl:8][CH2:9][C:10](=O)[CH2:11]Cl. The catalyst is C(#N)C. The product is [Cl:8][CH2:9][C:10]1[N:7]=[C:3]2[CH:4]=[CH:5][CH:6]=[N:1][N:2]2[CH:11]=1. The yield is 0.120. (2) The reactants are Br[C:2]1[C:7]2=[N:8][C:9]([C:12]([NH:14][CH:15]([C:17]([OH:20])([CH3:19])[CH3:18])[CH3:16])=[O:13])=[CH:10][N:11]=[C:6]2[CH:5]=[N:4][CH:3]=1.[Cl:21][C:22]1[CH:27]=[CH:26][C:25](B(O)O)=[CH:24][C:23]=1[F:31].C(=O)([O-])[O-].[Cs+].[Cs+].O1CCOCC1. The catalyst is C1(P([C-]2C=CC=C2)C2C=CC=CC=2)C=CC=CC=1.[C-]1(P(C2C=CC=CC=2)C2C=CC=CC=2)C=CC=C1.[Fe+2].[Pd](Cl)Cl.O. The product is [Cl:21][C:22]1[CH:27]=[CH:26][C:25]([C:2]2[C:7]3=[N:8][C:9]([C:12]([NH:14][CH:15]([C:17]([OH:20])([CH3:19])[CH3:18])[CH3:16])=[O:13])=[CH:10][N:11]=[C:6]3[CH:5]=[N:4][CH:3]=2)=[CH:24][C:23]=1[F:31]. The yield is 0.590.